From a dataset of Full USPTO retrosynthesis dataset with 1.9M reactions from patents (1976-2016). Predict the reactants needed to synthesize the given product. (1) Given the product [CH2:1]([O:3][C:4]([C:6]1[CH:15]=[C:14]([O:24][C:21]2[CH:22]=[CH:23][C:18]([Br:17])=[CH:19][CH:20]=2)[C:13]2[C:8](=[CH:9][CH:10]=[CH:11][CH:12]=2)[N:7]=1)=[O:5])[CH3:2], predict the reactants needed to synthesize it. The reactants are: [CH2:1]([O:3][C:4]([C:6]1[CH:15]=[C:14](Cl)[C:13]2[C:8](=[CH:9][CH:10]=[CH:11][CH:12]=2)[N:7]=1)=[O:5])[CH3:2].[Br:17][C:18]1[CH:23]=[CH:22][C:21]([OH:24])=[CH:20][CH:19]=1.C([O-])([O-])=O.[Cs+].[Cs+]. (2) The reactants are: [CH2:1]([O:3][C:4](=[O:28])[C@@H:5]([NH:10]C(OCC1C2C=CC=CC=2C2C1=CC=CC=2)=O)[CH2:6][CH2:7][CH2:8][NH2:9])[CH3:2].[OH-].[Na+].[C:31]([BH3-])#N.[Na+].[CH:35](=O)[CH2:36][CH3:37].[CH2:39](O)[CH3:40]. Given the product [CH2:1]([O:3][C:4](=[O:28])[C@@H:5]([NH2:10])[CH2:6][CH2:7][CH2:8][N:9]([CH2:31][CH2:39][CH3:40])[CH2:35][CH2:36][CH3:37])[CH3:2], predict the reactants needed to synthesize it. (3) Given the product [ClH:39].[CH3:22][N:18]1[CH:19]=[CH:20][CH:21]=[C:16]([C:14]2[N:13]([S:24]([C:27]3[CH:28]=[CH:29][CH:30]=[CH:31][CH:32]=3)(=[O:26])=[O:25])[CH:12]=[C:11]([CH2:10][NH:2][CH3:1])[CH:15]=2)[C:17]1=[O:23], predict the reactants needed to synthesize it. The reactants are: [CH3:1][N:2]([CH2:10][C:11]1[CH:15]=[C:14]([C:16]2[C:17](=[O:23])[N:18]([CH3:22])[CH:19]=[CH:20][CH:21]=2)[N:13]([S:24]([C:27]2[CH:32]=[CH:31][CH:30]=[CH:29][CH:28]=2)(=[O:26])=[O:25])[CH:12]=1)C(=O)OC(C)(C)C.C(OCC)(=O)C.[ClH:39]. (4) Given the product [C:1]1([C:7]2[O:11][N:10]=[CH:9][C:8]=2[CH2:12][CH2:13][CH2:14][OH:15])[CH:2]=[CH:3][CH:4]=[CH:5][CH:6]=1, predict the reactants needed to synthesize it. The reactants are: [C:1]1([C:7]2[O:11][N:10]=[CH:9][C:8]=2[CH2:12][CH2:13][C:14](OC)=[O:15])[CH:6]=[CH:5][CH:4]=[CH:3][CH:2]=1.[H-].C([Al+]CC(C)C)C(C)C.Cl. (5) Given the product [N:1]12[CH2:8][CH2:7][CH:4]([CH2:5][CH2:6]1)[CH:3]([O:9][C:10](=[O:19])[NH:11][C:12]1[CH:17]=[CH:16][CH:15]=[CH:14][C:13]=1[C:26]1[CH:25]=[CH:24][CH:23]=[C:22]([O:21][CH3:20])[CH:27]=1)[CH2:2]2, predict the reactants needed to synthesize it. The reactants are: [N:1]12[CH2:8][CH2:7][CH:4]([CH2:5][CH2:6]1)[CH:3]([O:9][C:10](=[O:19])[NH:11][C:12]1[CH:17]=[CH:16][CH:15]=[CH:14][C:13]=1Br)[CH2:2]2.[CH3:20][O:21][C:22]1[CH:23]=[C:24](B(O)O)[CH:25]=[CH:26][CH:27]=1. (6) The reactants are: [C:1]([O:5][C:6]([N:8]1[CH2:12][CH2:11][C@H:10]([OH:13])[CH2:9]1)=[O:7])([CH3:4])([CH3:3])[CH3:2].[CH2:14](N(CC)CC)C.[CH3:21][S:22](Cl)(=[O:24])=[O:23]. Given the product [CH3:21][S:22]([O:13][C@H:10]1[CH2:14][CH2:11][CH2:12][N:8]([C:6]([O:5][C:1]([CH3:2])([CH3:3])[CH3:4])=[O:7])[CH2:9]1)(=[O:24])=[O:23], predict the reactants needed to synthesize it.